Dataset: Forward reaction prediction with 1.9M reactions from USPTO patents (1976-2016). Task: Predict the product of the given reaction. (1) The product is: [CH3:31][O:30][C:29]1[C:3](=[O:2])[C:4]([CH3:36])=[C:5]([CH2:6][C:7]2[CH:8]=[CH:9][C:10]([C:21]3[CH:26]=[CH:25][N:24]=[CH:23][CH:22]=3)=[C:11]([CH:20]=2)[C:12]([N:14]2[CH2:15][CH2:16][O:17][CH2:18][CH2:19]2)=[O:13])[C:27](=[O:34])[C:28]=1[O:32][CH3:33]. Given the reactants C[O:2][C:3]1[C:4]([CH3:36])=[C:5]([C:27]([O:34]C)=[C:28]([O:32][CH3:33])[C:29]=1[O:30][CH3:31])[CH2:6][C:7]1[CH:8]=[CH:9][C:10]([C:21]2[CH:26]=[CH:25][N:24]=[CH:23][CH:22]=2)=[C:11]([CH:20]=1)[C:12]([N:14]1[CH2:19][CH2:18][O:17][CH2:16][CH2:15]1)=[O:13].O=[N+]([O-])[O-].[O-][N+](=O)[O-].[O-][N+](=O)[O-].[O-][N+](=O)[O-].[O-][N+](=O)[O-].[O-][N+](=O)[O-].[Ce+4].[NH4+].[NH4+].[OH-].[Na+], predict the reaction product. (2) Given the reactants C(OC(=O)[NH:7][C:8]1[CH:13]=[CH:12][C:11]([C:14]#[C:15][C:16]2[CH:21]=[CH:20][CH:19]=[CH:18][C:17]=2[NH:22][C:23]([NH2:25])=[O:24])=[CH:10][CH:9]=1)(C)(C)C, predict the reaction product. The product is: [NH2:7][C:8]1[CH:13]=[CH:12][C:11]([C:14]2[N:22]([C:23]([NH2:25])=[O:24])[C:17]3[C:16]([CH:15]=2)=[CH:21][CH:20]=[CH:19][CH:18]=3)=[CH:10][CH:9]=1. (3) Given the reactants [Cl:1][C:2]1[CH:23]=[C:22]([Cl:24])[CH:21]=[CH:20][C:3]=1[O:4][C:5]1[CH:19]=[CH:18][CH:17]=[CH:16][C:6]=1[C:7]([NH:9][CH:10]1[CH2:15][CH2:14][NH:13][CH2:12][CH2:11]1)=[O:8].C(N(CC)CC)C.[C:32](Cl)(=[O:37])[CH2:33][CH:34]([CH3:36])[CH3:35], predict the reaction product. The product is: [Cl:1][C:2]1[CH:23]=[C:22]([Cl:24])[CH:21]=[CH:20][C:3]=1[O:4][C:5]1[CH:19]=[CH:18][CH:17]=[CH:16][C:6]=1[C:7]([NH:9][CH:10]1[CH2:15][CH2:14][N:13]([C:32](=[O:37])[CH2:33][CH:34]([CH3:36])[CH3:35])[CH2:12][CH2:11]1)=[O:8]. (4) Given the reactants Cl.[F:2][C:3]1[CH:4]=[C:5]([CH:28]=[CH:29][CH:30]=1)[CH2:6][N:7]1[C:15]2[C:10](=[CH:11][C:12]([NH:16][C:17]3[C:26]4[C:21](=[CH:22][CH:23]=[CH:24][C:25]=4F)[N:20]=[CH:19][N:18]=3)=[CH:13][CH:14]=2)[CH:9]=[N:8]1.[OH:31][CH:32]1[CH2:37][CH2:36][N:35]([CH3:38])[CH2:34][CH2:33]1, predict the reaction product. The product is: [F:2][C:3]1[CH:4]=[C:5]([CH:28]=[CH:29][CH:30]=1)[CH2:6][N:7]1[C:15]2[C:10](=[CH:11][C:12]([NH:16][C:17]3[C:26]4[C:21](=[CH:22][CH:23]=[CH:24][C:25]=4[O:31][CH:32]4[CH2:37][CH2:36][N:35]([CH3:38])[CH2:34][CH2:33]4)[N:20]=[CH:19][N:18]=3)=[CH:13][CH:14]=2)[CH:9]=[N:8]1.